Dataset: Retrosynthesis with 50K atom-mapped reactions and 10 reaction types from USPTO. Task: Predict the reactants needed to synthesize the given product. (1) Given the product CN(c1ccc(NC(=O)Nc2ccccc2)cc1)S(=O)(=O)c1ccc(-c2cc(C(F)(F)F)n[nH]2)s1, predict the reactants needed to synthesize it. The reactants are: CN(c1ccc(NC(=O)Nc2ccccc2)cc1)S(=O)(=O)c1ccc(C(=O)CC(=O)C(F)(F)F)s1.NN. (2) The reactants are: CCOC(=O)C1CCN(c2ccc([N+](=O)[O-])c(-n3cccn3)c2)CC1. Given the product CCOC(=O)C1CCN(c2ccc(N)c(-n3cccn3)c2)CC1, predict the reactants needed to synthesize it. (3) Given the product O=C(NC1CCCCC1)N1CCN(C(=O)c2cc(C(F)(F)F)cc(C(F)(F)F)c2)[C@H](Cc2c[nH]c3ccccc23)C1, predict the reactants needed to synthesize it. The reactants are: O=C(c1cc(C(F)(F)F)cc(C(F)(F)F)c1)N1CCNC[C@H]1Cc1c[nH]c2ccccc12.O=C=NC1CCCCC1. (4) Given the product CC(C)N(Cc1ccc(C(=O)N2CCN(S(=O)(=O)c3ccc4cc(O)ccc4c3)CC2)cc1)C(C)C, predict the reactants needed to synthesize it. The reactants are: COc1ccc2cc(S(=O)(=O)N3CCN(C(=O)c4ccc(CN(C(C)C)C(C)C)cc4)CC3)ccc2c1.